This data is from Reaction yield outcomes from USPTO patents with 853,638 reactions. The task is: Predict the reaction yield, written as a fraction of the theoretical maximum amount of product (1.0 means a 100% yield; for example, 0.34 means a 34% yield). The reactants are [Si]([O:8][CH2:9][C:10]([C:13]1[CH:34]=[CH:33][C:16]([C:17]([NH:19][C:20]2[N:25]=[CH:24][C:23]3[C:26]([Cl:32])=[CH:27][N:28]([CH:29]4[CH2:31][CH2:30]4)[C:22]=3[CH:21]=2)=[O:18])=[CH:15][CH:14]=1)([CH3:12])[CH3:11])(C(C)(C)C)(C)C.CCCC[N+](CCCC)(CCCC)CCCC.[F-].[NH4+].[Cl-]. The catalyst is C1COCC1. The product is [Cl:32][C:26]1[C:23]2[CH:24]=[N:25][C:20]([NH:19][C:17](=[O:18])[C:16]3[CH:15]=[CH:14][C:13]([C:10]([CH3:12])([CH3:11])[CH2:9][OH:8])=[CH:34][CH:33]=3)=[CH:21][C:22]=2[N:28]([CH:29]2[CH2:31][CH2:30]2)[CH:27]=1. The yield is 0.840.